Task: Predict the reactants needed to synthesize the given product.. Dataset: Full USPTO retrosynthesis dataset with 1.9M reactions from patents (1976-2016) (1) Given the product [CH3:16][N:17]1[C:21]([C:2]2[S:6][CH:5]=[C:4]([C:7]([OH:9])=[O:8])[CH:3]=2)=[CH:20][CH:19]=[N:18]1, predict the reactants needed to synthesize it. The reactants are: Br[C:2]1[S:6][CH:5]=[C:4]([C:7]([OH:9])=[O:8])[CH:3]=1.C([O-])([O-])=O.[K+].[K+].[CH3:16][N:17]1[C:21](B2OC(C)(C)C(C)(C)O2)=[CH:20][CH:19]=[N:18]1.CC1(C)COB(C2N(C)N=CC=2)OC1. (2) Given the product [NH2:45][C@@H:41]1[CH2:42][CH2:43][CH2:44][N:39]([C:36]2[CH:37]=[CH:38][C:33]([NH:32][C:30]([C:26]3[C:27]4[C:22](=[CH:21][C:20]([O:19][C:15]5[CH:14]=[C:13]([NH:12][C:9](=[O:11])[CH3:10])[N:18]=[CH:17][N:16]=5)=[CH:29][CH:28]=4)[CH:23]=[CH:24][CH:25]=3)=[O:31])=[CH:34][C:35]=2[C:53]([F:56])([F:55])[F:54])[CH2:40]1, predict the reactants needed to synthesize it. The reactants are: C(=O)(OC(C)(C)C)N.[C:9]([NH:12][C:13]1[N:18]=[CH:17][N:16]=[C:15]([O:19][C:20]2[CH:21]=[C:22]3[C:27](=[CH:28][CH:29]=2)[C:26]([C:30]([NH:32][C:33]2[CH:38]=[CH:37][C:36]([N:39]4[CH2:44][CH2:43][CH2:42][C@@H:41]([NH:45]C(=O)OC(C)(C)C)[CH2:40]4)=[C:35]([C:53]([F:56])([F:55])[F:54])[CH:34]=2)=[O:31])=[CH:25][CH:24]=[CH:23]3)[CH:14]=1)(=[O:11])[CH3:10]. (3) The reactants are: [Br:1][C:2]1[CH:3]=[C:4]2[C:9](=[C:10]([O:12][CH3:13])[CH:11]=1)[N:8]=[C:7](O)[N:6]=[CH:5]2.O=P(Cl)(Cl)[Cl:17]. Given the product [Br:1][C:2]1[CH:3]=[C:4]2[C:9](=[C:10]([O:12][CH3:13])[CH:11]=1)[N:8]=[C:7]([Cl:17])[N:6]=[CH:5]2, predict the reactants needed to synthesize it. (4) Given the product [Cl:3][CH2:14]/[CH:13]=[CH:12]/[C:8]1[CH:9]=[CH:10][CH:11]=[C:6]([F:5])[CH:7]=1, predict the reactants needed to synthesize it. The reactants are: S(Cl)([Cl:3])=O.[F:5][C:6]1[CH:7]=[C:8](/[CH:12]=[CH:13]/[CH2:14]O)[CH:9]=[CH:10][CH:11]=1. (5) Given the product [CH3:18][N:14]1[C:15]2[C:11](=[CH:10][C:9]([C:6]3[CH:7]=[CH:8][C:3]([OH:2])=[CH:4][CH:5]=3)=[CH:17][CH:16]=2)[C:12]([CH3:25])=[C:13]1[C:19]1[CH:24]=[CH:23][CH:22]=[CH:21][CH:20]=1, predict the reactants needed to synthesize it. The reactants are: C[O:2][C:3]1[CH:8]=[CH:7][C:6]([C:9]2[CH:10]=[C:11]3[C:15](=[CH:16][CH:17]=2)[N:14]([CH3:18])[C:13]([C:19]2[CH:24]=[CH:23][CH:22]=[CH:21][CH:20]=2)=[C:12]3[CH3:25])=[CH:5][CH:4]=1.B(Br)(Br)Br. (6) Given the product [NH2:28][C:29]1([CH2:44][C:45]#[CH:46])[CH2:34][CH2:33][CH2:32][N:31]([CH2:35][O:36][CH2:37][CH2:38][Si:39]([CH3:41])([CH3:40])[CH3:42])[C:30]1=[O:43], predict the reactants needed to synthesize it. The reactants are: O.C(O)(=O)CC(CC(O)=O)(C(O)=O)O.C(=[N:28][C:29]1([CH2:44][C:45]#[CH:46])[CH2:34][CH2:33][CH2:32][N:31]([CH2:35][O:36][CH2:37][CH2:38][Si:39]([CH3:42])([CH3:41])[CH3:40])[C:30]1=[O:43])(C1C=CC=CC=1)C1C=CC=CC=1. (7) Given the product [O:7]=[CH:6][C@@H:5]([C@H:4]([C@@H:3]([C@@H:2]([CH2:1][OH:12])[OH:11])[OH:10])[OH:9])[OH:8], predict the reactants needed to synthesize it. The reactants are: [CH:1]1([OH:12])[CH:6]([OH:7])[CH:5]([OH:8])[CH:4]([OH:9])[CH:3]([OH:10])[CH:2]1[OH:11].C(O)[C@H]1O[C@H](OC[C@H]2O[C@H](O[C@]3(CO)O[C@H](CO)[C@@H](O)[C@@H]3O)[C@H](O)[C@@H](O)[C@@H]2O)[C@H](O)[C@@H](O)[C@H]1O. (8) The reactants are: [Cl:1][C:2]1[C:7]([CH:8]([OH:14])[CH:9]([CH2:12][CH3:13])[CH2:10][CH3:11])=[CH:6][CH:5]=[C:4]([Cl:15])[N:3]=1. Given the product [Cl:1][C:2]1[C:7]([C:8](=[O:14])[CH:9]([CH2:10][CH3:11])[CH2:12][CH3:13])=[CH:6][CH:5]=[C:4]([Cl:15])[N:3]=1, predict the reactants needed to synthesize it. (9) Given the product [N:31]1[C:23]([NH:22][CH:20]([C:8]2[N:9]([C:13]3[CH:18]=[CH:17][CH:16]=[CH:15][C:14]=3[CH3:19])[CH2:10][C:11]3[C:6]([CH:7]=2)=[CH:5][CH:4]=[CH:3][C:2]=3[CH3:1])[CH3:21])=[C:24]2[C:28]([NH:27][CH:26]=[N:25]2)=[N:29][CH:30]=1.[N:31]1[C:23]([NH:22][CH:20]([C:8]2[N:9]([C:13]3[CH:18]=[CH:17][CH:16]=[CH:15][C:14]=3[CH3:19])[C:10](=[O:12])[C:11]3[C:6]([CH:7]=2)=[CH:5][CH:4]=[CH:3][C:2]=3[CH3:1])[CH3:21])=[C:24]2[C:28]([NH:27][CH:26]=[N:25]2)=[N:29][CH:30]=1, predict the reactants needed to synthesize it. The reactants are: [CH3:1][C:2]1[CH:3]=[CH:4][CH:5]=[C:6]2[C:11]=1[C:10](=[O:12])[N:9]([C:13]1[CH:18]=[CH:17][CH:16]=[CH:15][C:14]=1[CH3:19])[C:8]([CH:20]([NH:22][C:23]1[N:31]=[CH:30][N:29]=[C:28]3[C:24]=1[N:25]=[CH:26][N:27]3C1CCCCO1)[CH3:21])=[CH:7]2.C([O-])(O)=O.[Na+]. (10) The reactants are: [CH2:1]([C:8]1[N:9]=[C:10](Cl)[C:11]2[CH2:17][CH2:16][N:15]([CH2:18][C:19]3[CH:24]=[CH:23][CH:22]=[CH:21][CH:20]=3)[CH2:14][CH2:13][C:12]=2[N:25]=1)[C:2]1[CH:7]=[CH:6][CH:5]=[CH:4][CH:3]=1.[C:27](=O)([O-])[O-].[Cs+].[Cs+].CB1OB(C)OB(C)O1. Given the product [CH2:1]([C:8]1[N:9]=[C:10]([CH3:27])[C:11]2[CH2:17][CH2:16][N:15]([CH2:18][C:19]3[CH:24]=[CH:23][CH:22]=[CH:21][CH:20]=3)[CH2:14][CH2:13][C:12]=2[N:25]=1)[C:2]1[CH:7]=[CH:6][CH:5]=[CH:4][CH:3]=1, predict the reactants needed to synthesize it.